The task is: Predict which catalyst facilitates the given reaction.. This data is from Catalyst prediction with 721,799 reactions and 888 catalyst types from USPTO. (1) Reactant: Cl[CH2:2][C:3](Cl)=[O:4].Cl.Cl.[Cl:8][C:9]1[C:10]([F:35])=[C:11]([CH:32]=[CH:33][CH:34]=1)[NH:12][C:13]1[C:22]2[C:17](=[CH:18][C:19]([O:30][CH3:31])=[C:20]([O:23][CH:24]3[CH2:29][CH2:28][CH2:27][NH:26][CH2:25]3)[CH:21]=2)[N:16]=[CH:15][N:14]=1.C(N(C(C)C)CC)(C)C.[NH:45]1[CH2:49][CH2:48][C@@H:47]([OH:50])[CH2:46]1. Product: [Cl:8][C:9]1[C:10]([F:35])=[C:11]([CH:32]=[CH:33][CH:34]=1)[NH:12][C:13]1[C:22]2[C:17](=[CH:18][C:19]([O:30][CH3:31])=[C:20]([O:23][CH:24]3[CH2:29][CH2:28][CH2:27][N:26]([C:3](=[O:4])[CH2:2][N:45]4[CH2:49][CH2:48][C@@H:47]([OH:50])[CH2:46]4)[CH2:25]3)[CH:21]=2)[N:16]=[CH:15][N:14]=1. The catalyst class is: 2. (2) Reactant: [Cl:1][C:2]1[CH:7]=[CH:6][C:5]([C:8]2[C:9]([C:20]3[CH:25]=[CH:24][CH:23]=[CH:22][CH:21]=3)=[C:10]3[N:14]([C:15]=2[C:16]([O:18][CH3:19])=[O:17])[CH2:13][CH2:12][CH2:11]3)=[CH:4][CH:3]=1.Cl[S:27]([OH:30])(=O)=[O:28].[NH3:31].O. Product: [Cl:1][C:2]1[CH:7]=[CH:6][C:5]([C:8]2[C:9]([C:20]3[CH:21]=[CH:22][C:23]([S:27](=[O:30])(=[O:28])[NH2:31])=[CH:24][CH:25]=3)=[C:10]3[N:14]([C:15]=2[C:16]([O:18][CH3:19])=[O:17])[CH2:13][CH2:12][CH2:11]3)=[CH:4][CH:3]=1. The catalyst class is: 68. (3) Reactant: [CH:1]1([C:4]2[CH:9]=[C:8]([CH:10]=[N:11][S:12]([C:14]([CH3:17])([CH3:16])[CH3:15])=[O:13])[C:7](F)=[CH:6][N:5]=2)[CH2:3][CH2:2]1.[CH3:19][OH:20].C[O-].[Na+]. Product: [CH:1]1([C:4]2[CH:9]=[C:8]([CH:10]=[N:11][S:12]([C:14]([CH3:17])([CH3:16])[CH3:15])=[O:13])[C:7]([O:20][CH3:19])=[CH:6][N:5]=2)[CH2:3][CH2:2]1. The catalyst class is: 25.